From a dataset of Peptide-MHC class II binding affinity with 134,281 pairs from IEDB. Regression. Given a peptide amino acid sequence and an MHC pseudo amino acid sequence, predict their binding affinity value. This is MHC class II binding data. (1) The peptide sequence is LLSYVIGLLPQGSVI. The MHC is DRB1_0101 with pseudo-sequence DRB1_0101. The binding affinity (normalized) is 0.947. (2) The peptide sequence is KSLAGPISQHNHRPG. The MHC is DRB1_0101 with pseudo-sequence DRB1_0101. The binding affinity (normalized) is 0.465.